From a dataset of Full USPTO retrosynthesis dataset with 1.9M reactions from patents (1976-2016). Predict the reactants needed to synthesize the given product. Given the product [F:27][C:23]1[CH:22]=[C:21](/[C:19](/[CH3:20])=[CH:18]\[N:6]2[C:7]3[CH:8]=[CH:9][C:10]([CH3:16])=[CH:11][C:12]=3[C:13]3[CH2:14][CH2:15][N:2]([CH3:1])[CH2:3][CH2:4][C:5]2=3)[CH:26]=[CH:25][CH:24]=1, predict the reactants needed to synthesize it. The reactants are: [CH3:1][N:2]1[CH2:15][CH2:14][C:13]2[C:12]3[CH:11]=[C:10]([CH3:16])[CH:9]=[CH:8][C:7]=3[NH:6][C:5]=2[CH2:4][CH2:3]1.Br[CH:18]=[C:19]([C:21]1[CH:26]=[CH:25][CH:24]=[C:23]([F:27])[CH:22]=1)[CH3:20].N1CCC[C@H]1C(O)=O.[O-]P([O-])([O-])=O.[K+].[K+].[K+].